From a dataset of Reaction yield outcomes from USPTO patents with 853,638 reactions. Predict the reaction yield, written as a fraction of the theoretical maximum amount of product (1.0 means a 100% yield; for example, 0.34 means a 34% yield). (1) The reactants are CC(OC(/N=N/C(OC(C)C)=O)=O)C.C1C=CC(P(C2C=CC=CC=2)C2C=CC=CC=2)=CC=1.[Br:34][C:35]1[C:36]2[O:44][CH:43]=[CH:42][C:37]=2[C:38](=[O:41])[NH:39][CH:40]=1.[N:45]1[C:54]2[C:49](=[CH:50][CH:51]=[CH:52][CH:53]=2)[CH:48]=[CH:47][C:46]=1[CH2:55][CH2:56]O. The catalyst is C1COCC1. The product is [Br:34][C:35]1[C:36]2[O:44][CH:43]=[CH:42][C:37]=2[C:38](=[O:41])[N:39]([CH2:56][CH2:55][C:46]2[CH:47]=[CH:48][C:49]3[C:54](=[CH:53][CH:52]=[CH:51][CH:50]=3)[N:45]=2)[CH:40]=1. The yield is 0.230. (2) The reactants are [NH2:1][C:2]1[CH:7]=[CH:6][C:5]([CH2:8][C:9]#[N:10])=[CH:4][CH:3]=1.C(=O)([O-])[O-].[K+].[K+].[CH2:17](Br)[C:18]1[CH:23]=[CH:22][CH:21]=[CH:20][CH:19]=1.[I-].[K+]. The catalyst is CN(C=O)C.O. The product is [CH2:17]([N:1]([C:2]1[CH:7]=[CH:6][C:5]([CH2:8][C:9]#[N:10])=[CH:4][CH:3]=1)[CH2:8][C:5]1[CH:6]=[CH:7][CH:2]=[CH:3][CH:4]=1)[C:18]1[CH:23]=[CH:22][CH:21]=[CH:20][CH:19]=1. The yield is 0.760.